From a dataset of Full USPTO retrosynthesis dataset with 1.9M reactions from patents (1976-2016). Predict the reactants needed to synthesize the given product. (1) Given the product [ClH:25].[ClH:25].[N:1]1([CH2:7][CH2:8][CH2:9][O:10][C:11]2[CH:12]=[CH:13][C:14]([C:17]3([CH2:23][NH2:24])[CH2:18][CH2:19][O:20][CH2:21][CH2:22]3)=[CH:15][CH:16]=2)[CH2:2][CH2:3][CH2:4][CH2:5][CH2:6]1, predict the reactants needed to synthesize it. The reactants are: [N:1]1([CH2:7][CH2:8][CH2:9][O:10][C:11]2[CH:16]=[CH:15][C:14]([C:17]3([C:23]#[N:24])[CH2:22][CH2:21][O:20][CH2:19][CH2:18]3)=[CH:13][CH:12]=2)[CH2:6][CH2:5][CH2:4][CH2:3][CH2:2]1.[ClH:25]. (2) Given the product [CH3:19][O:20][C:21]1[CH:26]=[C:25]([O:27][CH3:28])[CH:24]=[CH:23][C:22]=1[CH2:29]/[C:30](=[N:32]/[O:33][C:11](=[O:12])[C:10]1[C:14]([CH3:18])=[CH:15][CH:16]=[CH:17][C:9]=1[CH3:8])/[NH2:31], predict the reactants needed to synthesize it. The reactants are: C(N(CC)CC)C.[CH3:8][C:9]1[CH:17]=[CH:16][CH:15]=[C:14]([CH3:18])[C:10]=1[C:11](Cl)=[O:12].[CH3:19][O:20][C:21]1[CH:26]=[C:25]([O:27][CH3:28])[CH:24]=[CH:23][C:22]=1[CH2:29]/[C:30](=[N:32]/[OH:33])/[NH2:31]. (3) Given the product [NH2:20][C:8]([NH:4][CH2:5][C:6]1[CH:2]=[CH:1][N:26]=[CH:27][CH:28]=1)=[N:9][S:10]([C:13]1[CH:14]=[CH:15][C:16]([CH3:21])=[CH:17][CH:18]=1)(=[O:11])=[O:12], predict the reactants needed to synthesize it. The reactants are: [CH3:1][C:2]1[CH:6]=[C:5](C)[N:4]([C:8](=[NH:20])[NH:9][S:10]([C:13]2[CH:18]=[CH:17][C:16](Cl)=[CH:15][CH:14]=2)(=[O:12])=[O:11])N=1.[CH3:21]S(O)(=O)=O.[N:26]1C=CC(CN)=[CH:28][CH:27]=1. (4) Given the product [CH2:1]([O:3][C:4]1[CH:5]=[C:6]([F:14])[C:7]([C:8]#[N:10])=[C:11]([F:13])[CH:12]=1)[CH3:2], predict the reactants needed to synthesize it. The reactants are: [CH2:1]([O:3][C:4]1[CH:12]=[C:11]([F:13])[C:7]([C:8]([NH2:10])=O)=[C:6]([F:14])[CH:5]=1)[CH3:2].C(N(CC)CC)C.ClC(Cl)(Cl)C(Cl)=O. (5) Given the product [CH2:46]([N:50]1[N:54]=[C:53]([CH3:55])[S:52]/[C:51]/1=[CH:56]\[C:5]([C:4]1[CH:8]=[CH:9][C:10]([Cl:11])=[C:2]([Cl:1])[CH:3]=1)=[O:7])[CH2:47][CH2:48][CH3:49], predict the reactants needed to synthesize it. The reactants are: [Cl:1][C:2]1[CH:3]=[C:4]([CH:8]=[CH:9][C:10]=1[Cl:11])[C:5]([OH:7])=O.CN(C(ON1N=NC2C=CC=NC1=2)=[N+](C)C)C.F[P-](F)(F)(F)(F)F.CCN(C(C)C)C(C)C.[I-].[CH2:46]([N+:50]1[N:54]=[C:53]([CH3:55])[S:52][C:51]=1[CH3:56])[CH2:47][CH2:48][CH3:49]. (6) The reactants are: [F:1][C:2]1[CH:3]=[CH:4][C:5]([SH:11])=[C:6]([CH:10]=1)[C:7]([OH:9])=[O:8].[SH:12][C:13]1C=C[CH:19]=[CH:18][C:14]=1[C:15]([OH:17])=[O:16].BrC1C(C(O)=O)=CSC=1. Given the product [C:7]([C:6]1[CH:10]=[C:2]([F:1])[CH:3]=[CH:4][C:5]=1[S:11][C:18]1[C:14]([C:15]([OH:17])=[O:16])=[CH:13][S:12][CH:19]=1)([OH:9])=[O:8], predict the reactants needed to synthesize it.